The task is: Regression/Classification. Given a drug SMILES string, predict its absorption, distribution, metabolism, or excretion properties. Task type varies by dataset: regression for continuous measurements (e.g., permeability, clearance, half-life) or binary classification for categorical outcomes (e.g., BBB penetration, CYP inhibition). Dataset: cyp2c9_veith.. This data is from CYP2C9 inhibition data for predicting drug metabolism from PubChem BioAssay. The drug is Cc1c(C(=O)NN2CCN(C)CC2)cccc1[N+](=O)[O-]. The result is 0 (non-inhibitor).